From a dataset of Forward reaction prediction with 1.9M reactions from USPTO patents (1976-2016). Predict the product of the given reaction. (1) Given the reactants [C:1]1([S:7]([Cl:10])(=[O:9])=[O:8])[CH:6]=[CH:5][CH:4]=[CH:3][CH:2]=1.[Na+].[Cl-].[CH2:13]([N:20]([CH2:25][CH2:26][CH2:27][NH2:28])[CH2:21][CH2:22][CH2:23][NH2:24])[C:14]1[CH:19]=[CH:18][CH:17]=[CH:16][CH:15]=1.[OH-:29].[Na+], predict the reaction product. The product is: [ClH:10].[CH2:13]([N:20]([CH2:21][CH2:22][CH2:23][NH:24][S:7]([C:1]1[CH:6]=[CH:5][CH:4]=[CH:3][CH:2]=1)(=[O:8])=[O:29])[CH2:25][CH2:26][CH2:27][NH:28][S:7]([C:1]1[CH:6]=[CH:5][CH:4]=[CH:3][CH:2]=1)(=[O:9])=[O:8])[C:14]1[CH:19]=[CH:18][CH:17]=[CH:16][CH:15]=1. (2) Given the reactants Br[CH:2]([CH:13]([CH3:15])[CH3:14])[CH2:3][N-:4][C:5]1[CH:10]=[C:9]([Cl:11])[CH:8]=[CH:7][C:6]=1[OH:12].C(=O)([O-])[O-:17].[K+].[K+].O.Cl, predict the reaction product. The product is: [Cl:11][C:9]1[CH:8]=[CH:7][C:6]2[O:12][CH:2]([CH:13]([CH3:15])[CH3:14])[C:3](=[O:17])[NH:4][C:5]=2[CH:10]=1. (3) The product is: [Br:1][C:2]1[CH:7]=[CH:6][CH:5]=[C:4]([Br:8])[C:3]=1[O:9][CH2:14][CH2:13][Br:12]. Given the reactants [Br:1][C:2]1[CH:7]=[CH:6][CH:5]=[C:4]([Br:8])[C:3]=1[OH:9].[OH-].[Na+].[Br:12][CH2:13][CH2:14]Br.CCOC(C)=O, predict the reaction product. (4) Given the reactants [CH:1](=[O:10])[C:2]1[CH:9]=[CH:8][CH:7]=[C:4]([CH:5]=[O:6])[CH:3]=1.[BH4-].[Na+].Cl, predict the reaction product. The product is: [OH:10][CH2:1][C:2]1[CH:3]=[C:4]([CH:7]=[CH:8][CH:9]=1)[CH:5]=[O:6]. (5) Given the reactants [OH:1][N:2]=[C:3]([C:5]1[S:9][C:8]([N:10]2[CH2:15][CH2:14][CH:13]([O:16][C:17]3[CH:22]=[CH:21][CH:20]=[CH:19][C:18]=3[C:23]([F:26])([F:25])[F:24])[CH2:12][CH2:11]2)=[N:7][CH:6]=1)[NH2:4].[Na].[C:28](OCC)(=O)[CH2:29][OH:30], predict the reaction product. The product is: [F:24][C:23]([F:26])([F:25])[C:18]1[CH:19]=[CH:20][CH:21]=[CH:22][C:17]=1[O:16][CH:13]1[CH2:12][CH2:11][N:10]([C:8]2[S:9][C:5]([C:3]3[N:4]=[C:28]([CH2:29][OH:30])[O:1][N:2]=3)=[CH:6][N:7]=2)[CH2:15][CH2:14]1. (6) Given the reactants [C:1]([O:5][C:6]([NH:8][C@@H:9]([C:27]1[CH:32]=[CH:31][CH:30]=[CH:29][CH:28]=1)[C:10]1[CH:11]=[C:12]([CH:24]=[CH:25][CH:26]=1)[O:13][CH2:14][C:15]1[O:16][CH:17]=[C:18]([C:20]([O:22]C)=[O:21])[N:19]=1)=[O:7])([CH3:4])([CH3:3])[CH3:2].O.[OH-].[Li+], predict the reaction product. The product is: [C:1]([O:5][C:6]([NH:8][C@@H:9]([C:27]1[CH:32]=[CH:31][CH:30]=[CH:29][CH:28]=1)[C:10]1[CH:11]=[C:12]([CH:24]=[CH:25][CH:26]=1)[O:13][CH2:14][C:15]1[O:16][CH:17]=[C:18]([C:20]([OH:22])=[O:21])[N:19]=1)=[O:7])([CH3:4])([CH3:2])[CH3:3]. (7) Given the reactants [C:1]([O:5][C:6]([NH:8][C@@H:9]1[CH2:11][C@H:10]1[C:12]1[CH:13]=[C:14]([CH:18]=[CH:19][CH:20]=1)[C:15]([OH:17])=O)=[O:7])([CH3:4])([CH3:3])[CH3:2].[CH3:21][C:22]1[S:26][C:25]([NH2:27])=[N:24][N:23]=1.C(N(CC)CC)C.F[P-](F)(F)(F)(F)F.N1(OC(N(C)C)=[N+](C)C)C2N=CC=CC=2N=N1, predict the reaction product. The product is: [CH3:21][C:22]1[S:26][C:25]([NH:27][C:15]([C:14]2[CH:13]=[C:12]([C@@H:10]3[CH2:11][C@H:9]3[NH:8][C:6](=[O:7])[O:5][C:1]([CH3:2])([CH3:3])[CH3:4])[CH:20]=[CH:19][CH:18]=2)=[O:17])=[N:24][N:23]=1. (8) Given the reactants [Br:1][C:2]1[CH:3]=[CH:4][C:5]([NH2:8])=[N:6][CH:7]=1.C([O-])(O)=O.[Na+].Cl[S:15](O)(=[O:17])=[O:16], predict the reaction product. The product is: [Br:1][C:2]1[CH:3]=[C:4]2[C:5]([NH:8][S:15]2(=[O:17])=[O:16])=[N:6][CH:7]=1.